Dataset: Kir2.1 potassium channel HTS with 301,493 compounds. Task: Binary Classification. Given a drug SMILES string, predict its activity (active/inactive) in a high-throughput screening assay against a specified biological target. (1) The result is 0 (inactive). The molecule is O=C(NC(c1ccccc1)C)Cn1c2c(c(c1C)C#N)cccc2. (2) The molecule is s1c2nc(c(c(c2c(N)c1C(=O)N)C)CC(=O)c1ccccc1)C. The result is 0 (inactive). (3) The molecule is Clc1c(OCC(=O)N2CC(Oc3c2cccc3)C(OC)=O)ccc(Cl)c1. The result is 0 (inactive). (4) The drug is O(n1c2c([n+]([O-])c(c1=O)C)cccc2)CC=C. The result is 0 (inactive).